Predict the reaction yield, written as a fraction of the theoretical maximum amount of product (1.0 means a 100% yield; for example, 0.34 means a 34% yield). From a dataset of Reaction yield outcomes from USPTO patents with 853,638 reactions. (1) The reactants are [C:1](=[O:8])([O-])[O:2][C:3]([CH3:6])([CH3:5])[CH3:4].[Si:9]([O:16][C@H:17]([C:31]1[CH:36]=[CH:35][CH:34]=[CH:33][CH:32]=1)[C@@H:18]1[NH:22][CH:21]([CH2:23][C:24]2[CH:30]=[CH:29][C:27]([NH2:28])=[CH:26][CH:25]=2)[CH2:20][CH2:19]1)([C:12]([CH3:15])([CH3:14])[CH3:13])([CH3:11])[CH3:10]. No catalyst specified. The product is [NH2:28][C:27]1[CH:26]=[CH:25][C:24]([CH2:23][CH:21]2[CH2:20][CH2:19][C@H:18]([C@H:17]([O:16][Si:9]([C:12]([CH3:13])([CH3:15])[CH3:14])([CH3:10])[CH3:11])[C:31]3[CH:36]=[CH:35][CH:34]=[CH:33][CH:32]=3)[N:22]2[C:1]([O:2][C:3]([CH3:6])([CH3:5])[CH3:4])=[O:8])=[CH:30][CH:29]=1. The yield is 0.640. (2) The reactants are [C:1]([NH:4][C:5]1[CH:10]=[CH:9][C:8]([C@@H:11]([CH3:16])[C:12]([O:14][CH3:15])=[O:13])=[CH:7][CH:6]=1)(=[O:3])[NH2:2].Br[CH2:18][C:19](=O)[C:20]([F:23])([F:22])[F:21]. The catalyst is O1CCOCC1. The product is [F:21][C:20]([F:23])([F:22])[C:19]1[N:2]=[C:1]([NH:4][C:5]2[CH:6]=[CH:7][C:8]([C@@H:11]([CH3:16])[C:12]([O:14][CH3:15])=[O:13])=[CH:9][CH:10]=2)[O:3][CH:18]=1. The yield is 0.800. (3) The catalyst is CN(C)C=O. The yield is 0.560. The reactants are [C:1]1([CH3:11])[CH:6]=[CH:5][C:4]([S:7]([NH2:10])(=[O:9])=[O:8])=[CH:3][CH:2]=1.[H-].[Na+].Br[CH2:15][C:16]1[C:21]([CH2:22]Br)=[C:20]([F:24])[CH:19]=[CH:18][C:17]=1[F:25]. The product is [F:24][C:20]1[CH:19]=[CH:18][C:17]([F:25])=[C:16]2[C:21]=1[CH2:22][N:10]([S:7]([C:4]1[CH:3]=[CH:2][C:1]([CH3:11])=[CH:6][CH:5]=1)(=[O:8])=[O:9])[CH2:15]2. (4) The reactants are [C:1]([C:5]1[CH:10]=[CH:9][C:8]([NH:11][C:12](=[O:20])OC2C=CC=CC=2)=[CH:7][C:6]=1[C:21]1[CH:22]=[N:23][CH:24]=[CH:25][CH:26]=1)([CH3:4])([CH3:3])[CH3:2].[CH3:27][O:28][C:29]1[CH:30]=[C:31]2[C:35](=[CH:36][C:37]=1[C:38]([F:41])([F:40])[F:39])[NH:34][CH2:33][CH2:32]2. No catalyst specified. The product is [C:1]([C:5]1[CH:10]=[CH:9][C:8]([NH:11][C:12]([N:34]2[C:35]3[C:31](=[CH:30][C:29]([O:28][CH3:27])=[C:37]([C:38]([F:40])([F:41])[F:39])[CH:36]=3)[CH2:32][CH2:33]2)=[O:20])=[CH:7][C:6]=1[C:21]1[CH:22]=[N:23][CH:24]=[CH:25][CH:26]=1)([CH3:2])([CH3:4])[CH3:3]. The yield is 0.230. (5) The reactants are [Br:1][CH2:2][C:3]1[CH:8]=[CH:7][C:6]([CH2:9][OH:10])=[CH:5][CH:4]=1. The catalyst is C(Cl)Cl.O=[Mn]=O. The product is [Br:1][CH2:2][C:3]1[CH:8]=[CH:7][C:6]([CH:9]=[O:10])=[CH:5][CH:4]=1. The yield is 0.630. (6) The reactants are [Br:1][C:2]1[CH:7]=[CH:6][C:5]([NH:8][C:9]2[N:10]([CH3:31])[C:11](=[O:30])[CH:12]=[CH:13][C:14]=2[C:15]([NH:17][O:18][CH2:19][C@@H:20]([O:22][Si](C(C)(C)C)(C)C)[CH3:21])=[O:16])=[C:4]([F:32])[CH:3]=1.Cl. The catalyst is C1COCC1.CCOC(C)=O. The product is [Br:1][C:2]1[CH:7]=[CH:6][C:5]([NH:8][C:9]2[N:10]([CH3:31])[C:11](=[O:30])[CH:12]=[CH:13][C:14]=2[C:15]([NH:17][O:18][CH2:19][C@@H:20]([OH:22])[CH3:21])=[O:16])=[C:4]([F:32])[CH:3]=1. The yield is 0.520. (7) The reactants are [CH2:1]([C:3]1[N:7]([C:8]2[N:16]=[C:15]3[C:11]([N:12]=[C:13]([CH:18]=O)[N:14]3[CH3:17])=[C:10]([N:20]3[CH2:25][CH2:24][O:23][CH2:22][CH2:21]3)[N:9]=2)[C:6]2[CH:26]=[CH:27][CH:28]=[CH:29][C:5]=2[N:4]=1)[CH3:2].[O:30]1[C:35]2([CH2:40][CH2:39][NH:38][CH2:37][CH2:36]2)[CH2:34][NH:33][C:32](=[O:41])[CH2:31]1.C(O[BH-](OC(=O)C)OC(=O)C)(=O)C.[Na+]. The catalyst is ClCCCl. The product is [CH2:1]([C:3]1[N:7]([C:8]2[N:16]=[C:15]3[C:11]([N:12]=[C:13]([CH2:18][N:38]4[CH2:37][CH2:36][C:35]5([O:30][CH2:31][C:32](=[O:41])[NH:33][CH2:34]5)[CH2:40][CH2:39]4)[N:14]3[CH3:17])=[C:10]([N:20]3[CH2:25][CH2:24][O:23][CH2:22][CH2:21]3)[N:9]=2)[C:6]2[CH:26]=[CH:27][CH:28]=[CH:29][C:5]=2[N:4]=1)[CH3:2]. The yield is 0.830. (8) The reactants are [Br:1][C:2]1[CH:7]=[CH:6][C:5](I)=[CH:4][CH:3]=1.[CH3:9][Si:10]([C:13]#[CH:14])([CH3:12])[CH3:11]. No catalyst specified. The product is [Br:1][C:2]1[CH:7]=[CH:6][C:5]([C:14]#[C:13][Si:10]([CH3:12])([CH3:11])[CH3:9])=[CH:4][CH:3]=1. The yield is 0.970. (9) The reactants are [F:1][C:2]1[CH:23]=[CH:22][C:5]([CH2:6][CH2:7][C:8]2[S:9][C:10]3[N:11]=[C:12]([NH2:21])[N:13]=[C:14](S(C)(=O)=O)[C:15]=3[N:16]=2)=[CH:4][CH:3]=1.[CH3:24][O:25][C:26]1[CH:36]=[CH:35][C:29]([O:30][CH2:31][C:32]([OH:34])=O)=[CH:28][CH:27]=1.CN(C(O[N:45]1N=[N:52][C:47]2C=CC=C[C:46]1=2)=[N+](C)C)C.[B-](F)(F)(F)F.[CH3:59][CH2:60]N(C(C)C)C(C)C. The catalyst is CN(C=O)C.O. The product is [NH2:21][C:12]1[N:13]=[C:14]([N:45]2[CH2:46][CH2:47][N:52]([C:32](=[O:34])[CH2:31][O:30][C:29]3[CH:28]=[CH:27][C:26]([O:25][CH3:24])=[CH:36][CH:35]=3)[CH2:60][CH2:59]2)[C:15]2[N:16]=[C:8]([CH2:7][CH2:6][C:5]3[CH:22]=[CH:23][C:2]([F:1])=[CH:3][CH:4]=3)[S:9][C:10]=2[N:11]=1. The yield is 0.690. (10) The reactants are [CH:1]1[C:11]2[CH2:10][CH2:9][C:8]3[CH:12]=[CH:13][CH:14]=[CH:15][C:7]=3[NH:6][C:5]=2[CH:4]=[CH:3][CH:2]=1.[Cl:16][CH2:17][C:18](Cl)=[O:19].[C:21]1(C)C=CC=CC=1. No catalyst specified. The product is [Cl:16][CH:17]([CH3:21])[C:18]([N:6]1[C:7]2[CH:15]=[CH:14][CH:13]=[CH:12][C:8]=2[CH2:9][CH2:10][C:11]2[CH:1]=[CH:2][CH:3]=[CH:4][C:5]1=2)=[O:19]. The yield is 0.550.